Dataset: Full USPTO retrosynthesis dataset with 1.9M reactions from patents (1976-2016). Task: Predict the reactants needed to synthesize the given product. (1) Given the product [Cl:1][C:2]1[CH:3]=[N:4][CH:5]=[CH:6][C:7]=1[C:8]1[CH:9]=[C:10]([OH:24])[N:11]=[N:12][C:13]=1[C:14]1[CH:15]=[CH:16][C:17]([C:20]([F:21])([F:22])[F:23])=[CH:18][CH:19]=1, predict the reactants needed to synthesize it. The reactants are: [Cl:1][C:2]1[CH:3]=[N:4][CH:5]=[CH:6][C:7]=1[CH:8]1[C:13]([C:14]2[CH:19]=[CH:18][C:17]([C:20]([F:23])([F:22])[F:21])=[CH:16][CH:15]=2)=[N:12][NH:11][C:10](=[O:24])[CH2:9]1.BrBr. (2) Given the product [N+:10]([C:3]1[C:4]2[C:5](=[N:6][CH:7]=[CH:8][CH:9]=2)[NH:1][CH:2]=1)([O-:12])=[O:11], predict the reactants needed to synthesize it. The reactants are: [NH:1]1[C:5]2=[N:6][CH:7]=[CH:8][CH:9]=[C:4]2[CH:3]=[CH:2]1.[N+:10]([O-])([OH:12])=[O:11].C(=O)(O)[O-].[Na+].